From a dataset of hERG Central: cardiac toxicity at 1µM, 10µM, and general inhibition. Predict hERG channel inhibition at various concentrations. (1) Results: hERG_inhib (hERG inhibition (general)): blocker. The compound is COc1cc(CN2CCCC(N3CCN(c4ccc(F)cc4)CC3)C2)ccc1F. (2) The molecule is CC(C)(c1ccccc1)c1ccc(OCC(O)CNC2CCN(Cc3ccccc3)CC2)cc1.O=C(O)C(=O)O. Results: hERG_inhib (hERG inhibition (general)): blocker. (3) The molecule is O=C(COc1ccc(-n2cnnn2)cc1)NCCc1ccc(F)cc1. Results: hERG_inhib (hERG inhibition (general)): blocker. (4) The drug is CNC(=O)NC(=O)C(C)N1CCN(C/C=C/c2ccccc2)CC1. Results: hERG_inhib (hERG inhibition (general)): blocker. (5) The drug is O=C(CN(Cc1ccc(Cl)cc1)C(=O)c1csnn1)NCc1ccc2c(c1)OCO2. Results: hERG_inhib (hERG inhibition (general)): blocker.